This data is from Forward reaction prediction with 1.9M reactions from USPTO patents (1976-2016). The task is: Predict the product of the given reaction. (1) Given the reactants C(O)C.[C:4]1([S:14]([CH2:17][C:18]2[CH:19]=[C:20]([CH:35]=[CH:36][C:37]=2[N+:38]([O-])=O)[O:21][CH2:22][CH2:23][O:24][S:25]([C:28]2[CH:33]=[CH:32][C:31]([CH3:34])=[CH:30][CH:29]=2)(=[O:27])=[O:26])(=[O:16])=[O:15])[C:13]2[C:8](=[CH:9][CH:10]=[CH:11][CH:12]=2)[CH:7]=[CH:6][CH:5]=1, predict the reaction product. The product is: [NH2:38][C:37]1[CH:36]=[CH:35][C:20]([O:21][CH2:22][CH2:23][O:24][S:25]([C:28]2[CH:33]=[CH:32][C:31]([CH3:34])=[CH:30][CH:29]=2)(=[O:26])=[O:27])=[CH:19][C:18]=1[CH2:17][S:14]([C:4]1[C:13]2[C:8](=[CH:9][CH:10]=[CH:11][CH:12]=2)[CH:7]=[CH:6][CH:5]=1)(=[O:15])=[O:16]. (2) Given the reactants [Cl:1][C:2]1[CH:3]=[CH:4][C:5]2[C:11](=O)[C:10](=[CH:13]N(C)C)[CH2:9][C:8](=[O:17])[NH:7][C:6]=2[CH:18]=1.[Cl:19][C:20]1[CH:25]=[CH:24][C:23]([NH:26][C:27]([NH2:29])=[NH:28])=[CH:22][CH:21]=1, predict the reaction product. The product is: [Cl:1][C:2]1[CH:3]=[CH:4][C:5]2[C:11]3[N:28]=[C:27]([NH:26][C:23]4[CH:22]=[CH:21][C:20]([Cl:19])=[CH:25][CH:24]=4)[N:29]=[CH:13][C:10]=3[CH2:9][C:8](=[O:17])[NH:7][C:6]=2[CH:18]=1.